From a dataset of Full USPTO retrosynthesis dataset with 1.9M reactions from patents (1976-2016). Predict the reactants needed to synthesize the given product. Given the product [CH3:2][CH:1]([OH:3])[C:4]1[CH:5]=[CH:6][CH:7]=[CH:8][CH:9]=1, predict the reactants needed to synthesize it. The reactants are: [C:1]([C:4]1[CH:9]=[CH:8][CH:7]=[CH:6][CH:5]=1)(=[O:3])[CH3:2].CO.C(O)C.